This data is from Forward reaction prediction with 1.9M reactions from USPTO patents (1976-2016). The task is: Predict the product of the given reaction. (1) Given the reactants [C:1]([O:4][CH2:5][C:6]([CH3:58])([CH3:57])[C@H:7]([NH:49][C:50]([O:52][C:53](C)(C)C)=[O:51])[C:8](=[O:48])[NH:9][C@@H:10]([CH2:41][C:42]1[CH:47]=[CH:46][CH:45]=[CH:44][CH:43]=1)[C@@H:11]([OH:40])[CH2:12][C@H:13]([CH2:27][C:28]1[CH:33]=[CH:32][C:31]([C:34]2[CH:39]=[CH:38][CH:37]=[CH:36][N:35]=2)=[CH:30][CH:29]=1)[NH:14][C:15](=[O:26])[C@H:16]([C:22]([CH3:25])([CH3:24])[CH3:23])[NH:17][C:18](=[O:21])[O:19][CH3:20])(=[O:3])[CH3:2].Cl.C(N(C(C)C)CC)(C)C.ClC(OC)=O, predict the reaction product. The product is: [C:1]([O:4][CH2:5][C:6]([CH3:58])([CH3:57])[C@H:7]([NH:49][C:50]([O:52][CH3:53])=[O:51])[C:8](=[O:48])[NH:9][C@@H:10]([CH2:41][C:42]1[CH:47]=[CH:46][CH:45]=[CH:44][CH:43]=1)[C@@H:11]([OH:40])[CH2:12][C@H:13]([CH2:27][C:28]1[CH:29]=[CH:30][C:31]([C:34]2[CH:39]=[CH:38][CH:37]=[CH:36][N:35]=2)=[CH:32][CH:33]=1)[NH:14][C:15](=[O:26])[C@H:16]([C:22]([CH3:24])([CH3:23])[CH3:25])[NH:17][C:18](=[O:21])[O:19][CH3:20])(=[O:3])[CH3:2]. (2) Given the reactants [Br:1][C:2]1[CH:3]=[C:4]2[C:8](=[CH:9][CH:10]=1)[N:7](C1CCCCO1)[N:6]=[C:5]2[C:17]1[N:22]=[C:21]([N:23]2[CH2:28][CH2:27][CH:26]([NH:29]C(=O)OC(C)(C)C)[CH2:25][CH2:24]2)[CH:20]=[N:19][CH:18]=1.[ClH:37].CC(O)C, predict the reaction product. The product is: [ClH:37].[Br:1][C:2]1[CH:3]=[C:4]2[C:8](=[CH:9][CH:10]=1)[NH:7][N:6]=[C:5]2[C:17]1[N:22]=[C:21]([N:23]2[CH2:24][CH2:25][CH:26]([NH2:29])[CH2:27][CH2:28]2)[CH:20]=[N:19][CH:18]=1. (3) Given the reactants [F:1][C:2]([F:12])([F:11])[C:3]1[CH:8]=[CH:7][C:6]([NH2:9])=[C:5]([NH2:10])[CH:4]=1.[C:13]1(=O)[O:18][CH2:17][CH2:16][CH2:15][CH2:14]1, predict the reaction product. The product is: [F:1][C:2]([F:11])([F:12])[C:3]1[CH:8]=[CH:7][C:6]2[NH:9][C:13]([CH2:14][CH2:15][CH2:16][CH2:17][OH:18])=[N:10][C:5]=2[CH:4]=1. (4) Given the reactants [Br:1][C:2]1[CH:9]=[CH:8][C:5]([C:6]#[N:7])=[C:4]([Cl:10])[CH:3]=1, predict the reaction product. The product is: [Br:1][C:2]1[CH:9]=[CH:8][C:5]([CH2:6][NH2:7])=[C:4]([Cl:10])[CH:3]=1. (5) Given the reactants C[O:2][C:3](=[O:14])[C:4]1[CH:13]=[CH:12][C:7]([C:8]([NH:10][CH3:11])=[O:9])=[CH:6][CH:5]=1.C(=O)([O-])[O-].[K+].[K+], predict the reaction product. The product is: [CH3:11][NH:10][C:8](=[O:9])[C:7]1[CH:12]=[CH:13][C:4]([C:3]([OH:14])=[O:2])=[CH:5][CH:6]=1. (6) Given the reactants [H-].[Na+].[CH2:3]([OH:10])[C:4]1[CH:9]=[CH:8][CH:7]=[CH:6][CH:5]=1.[N+]([C:14]1[CH:19]=[CH:18][N+:17]([O-:20])=[CH:16][CH:15]=1)([O-])=O, predict the reaction product. The product is: [CH2:3]([O:10][C:14]1[CH:19]=[CH:18][N+:17]([O-:20])=[CH:16][CH:15]=1)[C:4]1[CH:9]=[CH:8][CH:7]=[CH:6][CH:5]=1. (7) Given the reactants C[O:2][C:3]([C:5]1[CH:24]=[CH:23][C:8](/[CH:9]=[CH:10]/[C@@H:11]2[CH2:15][CH2:14][CH2:13][N:12]2[C:16]([O:18][C:19]([CH3:22])([CH3:21])[CH3:20])=[O:17])=[CH:7][CH:6]=1)=O.[H-].C([Al+]CC(C)C)C(C)C, predict the reaction product. The product is: [OH:2][CH2:3][C:5]1[CH:6]=[CH:7][C:8](/[CH:9]=[CH:10]/[C@@H:11]2[CH2:15][CH2:14][CH2:13][N:12]2[C:16]([O:18][C:19]([CH3:20])([CH3:22])[CH3:21])=[O:17])=[CH:23][CH:24]=1. (8) Given the reactants [CH3:1][C:2]1[NH:3][C:4]2[C:9]([C:10]=1[C:11]1[CH:16]=[CH:15][CH:14]=[CH:13][CH:12]=1)=[CH:8][C:7]([O:17][C:18]1[CH:32]=[CH:31][C:21]([O:22][CH:23]3[CH:28]4[CH2:29][CH2:30][N:25]([CH2:26][CH2:27]4)[CH2:24]3)=[CH:20][CH:19]=1)=[CH:6][CH:5]=2.[ClH:33], predict the reaction product. The product is: [ClH:33].[CH3:1][C:2]1[NH:3][C:4]2[C:9]([C:10]=1[C:11]1[CH:12]=[CH:13][CH:14]=[CH:15][CH:16]=1)=[CH:8][C:7]([O:17][C:18]1[CH:32]=[CH:31][C:21]([O:22][CH:23]3[CH:28]4[CH2:29][CH2:30][N:25]([CH2:26][CH2:27]4)[CH2:24]3)=[CH:20][CH:19]=1)=[CH:6][CH:5]=2. (9) Given the reactants CO[C:3]([C:5]1[CH:6]=[C:7]2[C:11](=[CH:12][CH:13]=1)[NH:10][N:9]=[CH:8]2)=[O:4].Cl[CH2:15][CH2:16][O:17][CH2:18][CH3:19], predict the reaction product. The product is: [CH2:16]([O:17][CH2:18][CH2:19][N:9]1[CH:8]=[C:7]2[C:11]([CH:12]=[CH:13][C:5]([CH2:3][OH:4])=[CH:6]2)=[N:10]1)[CH3:15].